Regression. Given two drug SMILES strings and cell line genomic features, predict the synergy score measuring deviation from expected non-interaction effect. From a dataset of NCI-60 drug combinations with 297,098 pairs across 59 cell lines. Drug 1: CN1CCC(CC1)COC2=C(C=C3C(=C2)N=CN=C3NC4=C(C=C(C=C4)Br)F)OC. Drug 2: CCCS(=O)(=O)NC1=C(C(=C(C=C1)F)C(=O)C2=CNC3=C2C=C(C=N3)C4=CC=C(C=C4)Cl)F. Cell line: OVCAR-4. Synergy scores: CSS=6.57, Synergy_ZIP=-2.40, Synergy_Bliss=-1.01, Synergy_Loewe=-4.23, Synergy_HSA=-1.39.